From a dataset of Catalyst prediction with 721,799 reactions and 888 catalyst types from USPTO. Predict which catalyst facilitates the given reaction. (1) Reactant: [Cl:1][C:2]1[N:7]=[CH:6][N:5]=[C:4]([NH:8][C@@H:9]2[CH2:13][C@H:12]([CH2:14][OH:15])[C@@H:11]([OH:16])[C@H:10]2[OH:17])[CH:3]=1.O.[C:19]1(C)[CH:24]=CC(S(O)(=O)=O)=C[CH:20]=1.COC(OC)(C)C. Product: [Cl:1][C:2]1[N:7]=[CH:6][N:5]=[C:4]([NH:8][C@H:9]2[C@@H:10]3[O:17][C:19]([CH3:24])([CH3:20])[O:16][C@@H:11]3[C@@H:12]([CH2:14][OH:15])[CH2:13]2)[CH:3]=1. The catalyst class is: 5. (2) Product: [CH2:1]([O:8][CH2:9][C:10]1([CH2:23][O:24][C:25]2[CH:30]=[CH:29][CH:28]=[CH:27][CH:26]=2)[CH2:11][CH2:12][N:13]([C:16]([O:18][C:19]([CH3:20])([CH3:21])[CH3:22])=[O:17])[CH2:14][CH2:15]1)[C:2]1[CH:7]=[CH:6][CH:5]=[CH:4][CH:3]=1. Reactant: [CH2:1]([O:8][CH2:9][C:10]1([CH2:23][OH:24])[CH2:15][CH2:14][N:13]([C:16]([O:18][C:19]([CH3:22])([CH3:21])[CH3:20])=[O:17])[CH2:12][CH2:11]1)[C:2]1[CH:7]=[CH:6][CH:5]=[CH:4][CH:3]=1.[C:25]1(O)[CH:30]=[CH:29][CH:28]=[CH:27][CH:26]=1.C1(P(C2C=CC=CC=2)C2C=CC=CC=2)C=CC=CC=1.N(C(OC(C)C)=O)=NC(OC(C)C)=O. The catalyst class is: 11. (3) Reactant: [F:1][C:2]1[CH:3]=[CH:4][C:5]([CH2:9][OH:10])=[C:6]([OH:8])[CH:7]=1.[N+](C1C=C(S(O[CH2:24][C@:25]2(C)[CH2:27][O:26]2)(=O)=O)C=CC=1)([O-])=O.C([O-])([O-])=O.[Cs+].[Cs+].CCOC(C)=O. Product: [F:1][C:2]1[CH:3]=[CH:4][C:5]([CH2:9][OH:10])=[C:6]([O:8][CH2:24][C@@H:25]2[CH2:27][O:26]2)[CH:7]=1. The catalyst class is: 3. (4) Reactant: [S:1]1[CH:5]=[CH:4][C:3]([C:6]2([CH:14]=[CH:13][CH:12]=[CH:11][CH2:10]2)[CH2:7][CH2:8][OH:9])=[CH:2]1.[C:15](OC(=O)C)(=[O:17])[CH3:16]. Product: [C:15]([O:9][CH2:8][CH2:7][C:6]1([C:3]2[CH:4]=[CH:5][S:1][CH:2]=2)[CH:10]=[CH:11][CH:12]=[CH:13][CH2:14]1)(=[O:17])[CH3:16]. The catalyst class is: 17. (5) Reactant: C[O:2][C:3]1[C:11]2[O:10][C:9]([CH3:13])([CH3:12])[C:8](=[O:14])[C:7]=2[C:6]([CH3:15])=[CH:5][C:4]=1[CH3:16].Br.O.C(=O)(O)[O-].[Na+]. Product: [OH:2][C:3]1[C:11]2[O:10][C:9]([CH3:12])([CH3:13])[C:8](=[O:14])[C:7]=2[C:6]([CH3:15])=[CH:5][C:4]=1[CH3:16]. The catalyst class is: 15. (6) Reactant: FC(F)(F)C(O)=O.[F:8][C:9]1[CH:23]=[CH:22][C:12]([CH2:13][O:14][CH2:15][CH:16]2[CH2:21][CH2:20][NH:19][CH2:18][CH2:17]2)=[CH:11][CH:10]=1.[Br:24][C:25]1[C:26](=[O:39])[N:27]([C:33]2[CH:38]=[CH:37][CH:36]=[CH:35][CH:34]=2)[N:28]([CH3:32])[C:29]=1[CH2:30]Br.C(N(C(C)C)CC)(C)C. Product: [Br:24][C:25]1[C:26](=[O:39])[N:27]([C:33]2[CH:34]=[CH:35][CH:36]=[CH:37][CH:38]=2)[N:28]([CH3:32])[C:29]=1[CH2:30][N:19]1[CH2:20][CH2:21][CH:16]([CH2:15][O:14][CH2:13][C:12]2[CH:11]=[CH:10][C:9]([F:8])=[CH:23][CH:22]=2)[CH2:17][CH2:18]1. The catalyst class is: 10. (7) Reactant: C(O)(C(F)(F)F)=O.[NH:8]1[C:12]2[CH:13]=[CH:14][CH:15]=[CH:16][C:11]=2[N:10]=[C:9]1[C:17]1[C:25]2[C:20](=[CH:21][CH:22]=[C:23]([NH:26][C:27]([CH:29]3[CH2:31][C:30]3([F:33])[F:32])=[O:28])[CH:24]=2)[N:19](C2CCCCO2)[N:18]=1. Product: [NH:10]1[C:11]2[CH:16]=[CH:15][CH:14]=[CH:13][C:12]=2[N:8]=[C:9]1[C:17]1[C:25]2[C:20](=[CH:21][CH:22]=[C:23]([NH:26][C:27]([CH:29]3[CH2:31][C:30]3([F:33])[F:32])=[O:28])[CH:24]=2)[NH:19][N:18]=1. The catalyst class is: 2. (8) Reactant: [C:1]([O:5][C:6]([NH:8][CH2:9][CH2:10][NH:11][C:12]([C:14]1[CH:15]=[C:16]2[C:20](=[CH:21][CH:22]=1)[NH:19][C:18]([C:23]([OH:25])=[O:24])=[CH:17]2)=[O:13])=[O:7])([CH3:4])([CH3:3])[CH3:2].CCN(C(C)C)C(C)C.FC(F)(F)C(O[C:40]1[C:45]([F:46])=[C:44]([F:47])[C:43]([F:48])=[C:42]([F:49])[C:41]=1[F:50])=O. Product: [F:46][C:45]1[C:40]([O:24][C:23]([C:18]2[NH:19][C:20]3[C:16]([CH:17]=2)=[CH:15][C:14]([C:12](=[O:13])[NH:11][CH2:10][CH2:9][NH:8][C:6]([O:5][C:1]([CH3:4])([CH3:2])[CH3:3])=[O:7])=[CH:22][CH:21]=3)=[O:25])=[C:41]([F:50])[C:42]([F:49])=[C:43]([F:48])[C:44]=1[F:47]. The catalyst class is: 3.